Dataset: Peptide-MHC class I binding affinity with 185,985 pairs from IEDB/IMGT. Task: Regression. Given a peptide amino acid sequence and an MHC pseudo amino acid sequence, predict their binding affinity value. This is MHC class I binding data. (1) The peptide sequence is FQGAWAEWPV. The MHC is HLA-A02:02 with pseudo-sequence HLA-A02:02. The binding affinity (normalized) is 0.709. (2) The peptide sequence is WPTVRERM. The MHC is HLA-A30:01 with pseudo-sequence HLA-A30:01. The binding affinity (normalized) is 0. (3) The binding affinity (normalized) is 0.0847. The peptide sequence is DFIGKTIGF. The MHC is HLA-A01:01 with pseudo-sequence HLA-A01:01.